Dataset: Catalyst prediction with 721,799 reactions and 888 catalyst types from USPTO. Task: Predict which catalyst facilitates the given reaction. Reactant: C([O:3][C:4]1[C:13]2[C:8](=[CH:9][CH:10]=[CH:11][CH:12]=2)[C:7]([C:14]2[C:15]3[C:20]([CH:21]=[C:22]4[C:27]=2[CH:26]=[CH:25][CH:24]=[CH:23]4)=[CH:19][CH:18]=[CH:17][CH:16]=3)=[CH:6][CH:5]=1)C.Cl.N1C=CC=CC=1.CN1CCCC1=O. Product: [CH:16]1[C:15]2[C:20](=[CH:21][C:22]3[C:27]([C:14]=2[C:7]2[C:8]4[C:13](=[CH:12][CH:11]=[CH:10][CH:9]=4)[C:4]([OH:3])=[CH:5][CH:6]=2)=[CH:26][CH:25]=[CH:24][CH:23]=3)[CH:19]=[CH:18][CH:17]=1. The catalyst class is: 6.